Dataset: Catalyst prediction with 721,799 reactions and 888 catalyst types from USPTO. Task: Predict which catalyst facilitates the given reaction. (1) The catalyst class is: 21. Product: [CH3:13][O:7][C:6](=[O:8])[C:5]1[C:9]([CH3:11])=[CH:10][C:2]([Br:1])=[CH:3][C:4]=1[CH3:12]. Reactant: [Br:1][C:2]1[CH:10]=[C:9]([CH3:11])[C:5]([C:6]([OH:8])=[O:7])=[C:4]([CH3:12])[CH:3]=1.[C:13]([O-])([O-])=O.[K+].[K+].CI. (2) Reactant: C([O:8][C:9]1[CH:18]=[C:17]2[C:12]([C:13]([Cl:19])=[CH:14][CH:15]=[N:16]2)=[CH:11][CH:10]=1)C1C=CC=CC=1.C([O-])(O)=O.[Na+]. Product: [Cl:19][C:13]1[C:12]2[C:17](=[CH:18][C:9]([OH:8])=[CH:10][CH:11]=2)[N:16]=[CH:15][CH:14]=1. The catalyst class is: 844.